From a dataset of PAMPA (Parallel Artificial Membrane Permeability Assay) permeability data from NCATS. Regression/Classification. Given a drug SMILES string, predict its absorption, distribution, metabolism, or excretion properties. Task type varies by dataset: regression for continuous measurements (e.g., permeability, clearance, half-life) or binary classification for categorical outcomes (e.g., BBB penetration, CYP inhibition). Dataset: pampa_ncats. (1) The compound is C1=CC=C2C(=C1)C(=NC(=N2)C3=CC=NC=C3)NC4=CC(=C(C=C4)C5=CC=NC=C5)F. The result is 1 (high permeability). (2) The molecule is CCOC1=C(C=C(C=C1)CCNC(=O)C2=CC3=C(N2CC4=CC=NC=C4)C=CS3)OCC. The result is 1 (high permeability). (3) The drug is CC1=C(SC(=N1)[C@@](C)(CO)O)C2=CC(=C(N=C2)N)O[C@H](C)C3=C(C=CC(=C3)F)N4N=CC=N4. The result is 1 (high permeability). (4) The molecule is COCCNC(=O)C1=CC=C(C=C1)CN2C(=O)C3=CC4=C(C=C3NC2=S)OCO4. The result is 1 (high permeability). (5) The compound is CC1=CC=C(C=C1)C2=CSC(=N2)NC(=O)C3=C(C=NC=C3)NS(=O)(=O)C4=CC=C(C=C4)C. The result is 1 (high permeability).